From a dataset of Catalyst prediction with 721,799 reactions and 888 catalyst types from USPTO. Predict which catalyst facilitates the given reaction. Reactant: Br[C:2]1[C:3]([Cl:11])=[CH:4][C:5]([CH:9]=[CH2:10])=[C:6]([NH2:8])[CH:7]=1.[Cl:12][C:13]1[CH:18]=[CH:17][CH:16]=[CH:15][C:14]=1B(O)O.C([O-])([O-])=O.[Na+].[Na+]. Product: [Cl:12][C:13]1[CH:18]=[CH:17][CH:16]=[CH:15][C:14]=1[C:2]1[C:3]([Cl:11])=[CH:4][C:5]([CH:9]=[CH2:10])=[C:6]([NH2:8])[CH:7]=1. The catalyst class is: 70.